Dataset: Full USPTO retrosynthesis dataset with 1.9M reactions from patents (1976-2016). Task: Predict the reactants needed to synthesize the given product. (1) Given the product [F:12][C:11]([F:14])([F:13])[C:4]1[CH:5]=[C:6]2[C:10](=[C:2]([CH:22]=[O:23])[CH:3]=1)[NH:9][CH:8]=[CH:7]2, predict the reactants needed to synthesize it. The reactants are: Br[C:2]1[CH:3]=[C:4]([C:11]([F:14])([F:13])[F:12])[CH:5]=[C:6]2[C:10]=1[NH:9][CH:8]=[CH:7]2.[Li]CCCC.CN(C)[CH:22]=[O:23]. (2) The reactants are: [H-].[H-].[H-].[H-].[Li+].[Al+3].[CH2:7]([C:12]1([C:18](OC)=[O:19])[CH2:17][CH2:16][CH2:15][CH2:14][CH2:13]1)[CH2:8][CH2:9][CH2:10][CH3:11].[OH-].[Na+].[NH4+].[Cl-]. Given the product [CH2:7]([C:12]1([CH2:18][OH:19])[CH2:13][CH2:14][CH2:15][CH2:16][CH2:17]1)[CH2:8][CH2:9][CH2:10][CH3:11], predict the reactants needed to synthesize it. (3) Given the product [Br:8][C:5]1[CH:6]=[CH:7][C:2]2[N:3]([C:13]([C:11](=[O:12])[CH3:10])=[C:14]([CH3:15])[N:1]=2)[CH:4]=1, predict the reactants needed to synthesize it. The reactants are: [NH2:1][C:2]1[CH:7]=[CH:6][C:5]([Br:8])=[CH:4][N:3]=1.Cl[CH2:10][C:11]([CH2:13][C:14](=O)[CH3:15])=[O:12]. (4) Given the product [C:20]([OH:21])(=[O:42])/[CH:15]=[CH:35]/[C:34]([OH:37])=[O:36].[F:23][C:16]1[CH:17]=[CH:18][CH:19]=[C:20]([O:21][CH3:22])[C:15]=1[C:13]1[N:12]([S:24]([C:27]2[CH:28]=[N:29][CH:30]=[CH:31][CH:32]=2)(=[O:26])=[O:25])[CH:11]=[C:10]([CH2:9][NH:7][CH3:6])[CH:14]=1, predict the reactants needed to synthesize it. The reactants are: C(O[C:6](=O)[N:7]([CH2:9][C:10]1[CH:14]=[C:13]([C:15]2[C:20]([O:21][CH3:22])=[CH:19][CH:18]=[CH:17][C:16]=2[F:23])[N:12]([S:24]([C:27]2[CH:28]=[N:29][CH:30]=[CH:31][CH:32]=2)(=[O:26])=[O:25])[CH:11]=1)C)(C)(C)C.[C:34]([O:37]CC)(=[O:36])[CH3:35].Cl.C[OH:42]. (5) Given the product [O:1]=[C:2]1[N:8]([CH:9]2[CH2:10][CH2:11][N:12]([C:15]3[N:20]=[CH:19][N:18]=[C:17]([C:21]([OH:23])=[O:22])[CH:16]=3)[CH2:13][CH2:14]2)[CH2:7][CH2:6][C:5]2[CH:26]=[CH:27][CH:28]=[CH:29][C:4]=2[NH:3]1, predict the reactants needed to synthesize it. The reactants are: [O:1]=[C:2]1[N:8]([CH:9]2[CH2:14][CH2:13][N:12]([C:15]3[N:20]=[CH:19][N:18]=[C:17]([C:21]([O:23]CC)=[O:22])[CH:16]=3)[CH2:11][CH2:10]2)[CH2:7][CH2:6][C:5]2[CH:26]=[CH:27][CH:28]=[CH:29][C:4]=2[NH:3]1.C(O)C.[OH-].[Na+].Cl. (6) Given the product [C:31]([OH:37])([C:33]([F:36])([F:35])[F:34])=[O:32].[NH2:21][C@@H:11]([CH2:12][C:13]1[CH:18]=[CH:17][CH:16]=[C:15]([CH:19]=[CH2:20])[CH:14]=1)[C:10]([N:9]([C:6]1[CH:5]=[CH:4][C:3]([O:2][CH3:1])=[CH:8][CH:7]=1)[CH3:30])=[O:29], predict the reactants needed to synthesize it. The reactants are: [CH3:1][O:2][C:3]1[CH:8]=[CH:7][C:6]([N:9]([CH3:30])[C:10](=[O:29])[C@@H:11]([NH:21]C(=O)OC(C)(C)C)[CH2:12][C:13]2[CH:18]=[CH:17][CH:16]=[C:15]([CH:19]=[CH2:20])[CH:14]=2)=[CH:5][CH:4]=1.[C:31]([OH:37])([C:33]([F:36])([F:35])[F:34])=[O:32]. (7) Given the product [CH3:11][O:12][CH:13]([O:16][CH3:17])[CH2:14][NH:10][CH2:9][CH2:8][CH2:7][N:1]1[CH2:6][CH2:5][CH2:4][CH2:3][CH2:2]1, predict the reactants needed to synthesize it. The reactants are: [N:1]1([CH2:7][CH2:8][CH2:9][NH2:10])[CH2:6][CH2:5][CH2:4][CH2:3][CH2:2]1.[CH3:11][O:12][CH:13]([O:16][CH3:17])[CH:14]=O.S([O-])([O-])(=O)=O.[Mg+2].CC(O)=O.C([BH3-])#N.[Na+].